This data is from Retrosynthesis with 50K atom-mapped reactions and 10 reaction types from USPTO. The task is: Predict the reactants needed to synthesize the given product. (1) Given the product CS(=O)(=O)c1ccc(C(=O)Nc2cc(Br)ccc2Br)c(F)c1, predict the reactants needed to synthesize it. The reactants are: CS(=O)(=O)c1ccc(C(=O)Cl)c(F)c1.Nc1cc(Br)ccc1Br. (2) Given the product O=C1OC(CN2CCOCC2)CN1c1ccc2cc(-c3ccccc3C(F)(F)F)[nH]c(=O)c2c1, predict the reactants needed to synthesize it. The reactants are: C1COCCN1.CS(=O)(=O)OCC1CN(c2ccc3cc(-c4ccccc4C(F)(F)F)[nH]c(=O)c3c2)C(=O)O1. (3) Given the product COc1cc2[nH]ncc2cc1Nc1ncnc2sc3c(c12)CCC(C(=O)N1[C@H](C)CC[C@H]1C)C3, predict the reactants needed to synthesize it. The reactants are: COc1cc2[nH]ncc2cc1Nc1ncnc2sc3c(c12)CCC(C(=O)O)C3.C[C@@H]1CC[C@@H](C)N1. (4) The reactants are: O=C(Cl)N1CCOCC1.O=C(Nc1cc(C(F)(F)F)cc(C(F)(F)F)c1)c1cc(C=Cc2ccccc2)ccc1O. Given the product O=C(Nc1cc(C(F)(F)F)cc(C(F)(F)F)c1)c1cc(C=Cc2ccccc2)ccc1OC(=O)N1CCOCC1, predict the reactants needed to synthesize it.